This data is from NCI-60 drug combinations with 297,098 pairs across 59 cell lines. The task is: Regression. Given two drug SMILES strings and cell line genomic features, predict the synergy score measuring deviation from expected non-interaction effect. (1) Drug 1: C1CN(CCN1C(=O)CCBr)C(=O)CCBr. Drug 2: C1C(C(OC1N2C=NC3=C2NC=NCC3O)CO)O. Cell line: HCC-2998. Synergy scores: CSS=28.7, Synergy_ZIP=-6.00, Synergy_Bliss=-3.31, Synergy_Loewe=-2.48, Synergy_HSA=-2.01. (2) Drug 1: C1CC(CCC1OC2=C(C(=CC=C2)Cl)F)(CC3=NC(=CC=C3)NC4=NC=CS4)C(=O)O. Drug 2: CCC1(C2=C(COC1=O)C(=O)N3CC4=CC5=C(C=CC(=C5CN(C)C)O)N=C4C3=C2)O. Cell line: SK-OV-3. Synergy scores: CSS=70.0, Synergy_ZIP=10.2, Synergy_Bliss=10.5, Synergy_Loewe=-5.13, Synergy_HSA=12.0. (3) Synergy scores: CSS=44.6, Synergy_ZIP=-8.15, Synergy_Bliss=-13.1, Synergy_Loewe=-12.3, Synergy_HSA=-9.01. Drug 1: C1=CC(=CC=C1CCC2=CNC3=C2C(=O)NC(=N3)N)C(=O)NC(CCC(=O)O)C(=O)O. Drug 2: CC1=C2C(C(=O)C3(C(CC4C(C3C(C(C2(C)C)(CC1OC(=O)C(C(C5=CC=CC=C5)NC(=O)C6=CC=CC=C6)O)O)OC(=O)C7=CC=CC=C7)(CO4)OC(=O)C)O)C)OC(=O)C. Cell line: HL-60(TB). (4) Cell line: NCI-H522. Synergy scores: CSS=27.6, Synergy_ZIP=-2.17, Synergy_Bliss=-6.55, Synergy_Loewe=-29.6, Synergy_HSA=-6.76. Drug 1: CCCCC(=O)OCC(=O)C1(CC(C2=C(C1)C(=C3C(=C2O)C(=O)C4=C(C3=O)C=CC=C4OC)O)OC5CC(C(C(O5)C)O)NC(=O)C(F)(F)F)O. Drug 2: C1CN(P(=O)(OC1)NCCCl)CCCl. (5) Drug 1: CC12CCC(CC1=CCC3C2CCC4(C3CC=C4C5=CN=CC=C5)C)O. Drug 2: C1CCC(CC1)NC(=O)N(CCCl)N=O. Cell line: OVCAR3. Synergy scores: CSS=29.1, Synergy_ZIP=7.60, Synergy_Bliss=11.4, Synergy_Loewe=9.04, Synergy_HSA=11.2. (6) Drug 1: C1=NC2=C(N1)C(=S)N=C(N2)N. Drug 2: CC1=C2C(C(=O)C3(C(CC4C(C3C(C(C2(C)C)(CC1OC(=O)C(C(C5=CC=CC=C5)NC(=O)OC(C)(C)C)O)O)OC(=O)C6=CC=CC=C6)(CO4)OC(=O)C)O)C)O. Cell line: MDA-MB-435. Synergy scores: CSS=58.1, Synergy_ZIP=-1.52, Synergy_Bliss=2.52, Synergy_Loewe=-14.3, Synergy_HSA=4.31.